Dataset: Full USPTO retrosynthesis dataset with 1.9M reactions from patents (1976-2016). Task: Predict the reactants needed to synthesize the given product. (1) Given the product [F:19][C:18]1[CH:17]=[CH:16][CH:15]=[C:14]([OH:20])[C:13]=1[C:4]1[N:3]=[C:2]([N:28]2[CH2:29][CH2:30][CH:31]([NH:34][C:35](=[O:41])[O:36][C:37]([CH3:39])([CH3:38])[CH3:40])[CH2:32][CH2:33]2)[C:11]2[C:6](=[CH:7][C:8]([CH3:12])=[CH:9][CH:10]=2)[N:5]=1, predict the reactants needed to synthesize it. The reactants are: Cl[C:2]1[C:11]2[C:6](=[CH:7][C:8]([CH3:12])=[CH:9][CH:10]=2)[N:5]=[C:4]([C:13]2[C:18]([F:19])=[CH:17][CH:16]=[CH:15][C:14]=2[OH:20])[N:3]=1.C(N(CC)CC)C.[NH:28]1[CH2:33][CH2:32][CH:31]([NH:34][C:35](=[O:41])[O:36][C:37]([CH3:40])([CH3:39])[CH3:38])[CH2:30][CH2:29]1. (2) Given the product [NH2:42][C:43]1[C:44](/[CH:63]=[CH:12]/[CH2:11][CH2:10][O:9][CH2:2][C:3]2[CH:4]=[CH:5][CH:6]=[CH:7][CH:8]=2)=[C:45]([C:56]2[CH:57]=[CH:58][C:59]([F:62])=[CH:60][CH:61]=2)[C:46]([C:52]([O:54][CH3:55])=[O:53])=[C:47]([CH:49]([CH3:51])[CH3:50])[N:48]=1, predict the reactants needed to synthesize it. The reactants are: [Br-].[CH2:2]([O:9][CH2:10][CH2:11][CH2:12][P+](C1C=CC=CC=1)(C1C=CC=CC=1)C1C=CC=CC=1)[C:3]1[CH:8]=[CH:7][CH:6]=[CH:5][CH:4]=1.C[Si]([N-][Si](C)(C)C)(C)C.[Na+].[NH2:42][C:43]1[N:48]=[C:47]([CH:49]([CH3:51])[CH3:50])[C:46]([C:52]([O:54][CH3:55])=[O:53])=[C:45]([C:56]2[CH:61]=[CH:60][C:59]([F:62])=[CH:58][CH:57]=2)[C:44]=1[CH:63]=O.[NH4+].[Cl-]. (3) Given the product [CH:23]1([C:19]2[CH:20]=[C:21]([CH3:22])[C:16]([N:13]3[CH2:14][CH2:15][N:10]([C:8]([C:5]4[N:6]=[CH:7][C:2]([N:31]5[CH:27]([CH3:26])[CH2:28][CH2:29][C:30]5=[O:32])=[N:3][CH:4]=4)=[O:9])[CH2:11][CH2:12]3)=[N:17][CH:18]=2)[CH2:25][CH2:24]1, predict the reactants needed to synthesize it. The reactants are: Br[C:2]1[N:3]=[CH:4][C:5]([C:8]([N:10]2[CH2:15][CH2:14][N:13]([C:16]3[C:21]([CH3:22])=[CH:20][C:19]([CH:23]4[CH2:25][CH2:24]4)=[CH:18][N:17]=3)[CH2:12][CH2:11]2)=[O:9])=[N:6][CH:7]=1.[CH3:26][CH:27]1[NH:31][C:30](=[O:32])[CH2:29][CH2:28]1. (4) Given the product [C:22]([CH2:21][NH:1][C:2]1[CH:3]=[C:4]([C:8]2[CH:13]=[N:12][CH:11]=[C:10]3[S:14][C:15]([C:17]([NH2:19])=[O:18])=[CH:16][C:9]=23)[CH:5]=[CH:6][CH:7]=1)(=[O:23])[NH2:24], predict the reactants needed to synthesize it. The reactants are: [NH2:1][C:2]1[CH:3]=[C:4]([C:8]2[CH:13]=[N:12][CH:11]=[C:10]3[S:14][C:15]([C:17]([NH2:19])=[O:18])=[CH:16][C:9]=23)[CH:5]=[CH:6][CH:7]=1.Cl[CH2:21][C:22]([NH2:24])=[O:23].C(=O)([O-])[O-].[Cs+].[Cs+].CCOC(C)=O. (5) Given the product [CH3:17][C:18]1([CH3:32])[CH2:23][O:22][B:21]([C:2]2[CH:16]=[CH:15][C:5]([O:6][CH2:7][CH:8]3[CH2:11][N:10]([C:12](=[O:14])[CH3:13])[CH2:9]3)=[CH:4][CH:3]=2)[O:20][CH2:19]1, predict the reactants needed to synthesize it. The reactants are: Br[C:2]1[CH:16]=[CH:15][C:5]([O:6][CH2:7][CH:8]2[CH2:11][N:10]([C:12](=[O:14])[CH3:13])[CH2:9]2)=[CH:4][CH:3]=1.[CH3:17][C:18]1([CH3:32])[CH2:23][O:22][B:21]([B:21]2[O:22][CH2:23][C:18]([CH3:32])([CH3:17])[CH2:19][O:20]2)[O:20][CH2:19]1.C([O-])(=O)C.[K+].